This data is from Catalyst prediction with 721,799 reactions and 888 catalyst types from USPTO. The task is: Predict which catalyst facilitates the given reaction. Reactant: [Cl:1][C:2]1[CH:7]=[CH:6][C:5]([C:8]2[N:9]=[C:10]([S:17][C:18]3[CH:23]=[CH:22][CH:21]=[CH:20][N:19]=3)[O:11][C:12]=2[CH2:13][CH2:14][CH2:15][OH:16])=[CH:4][CH:3]=1.[CH3:24][O:25][C:26]1[CH:31]=[CH:30][CH:29]=[CH:28][C:27]=1O.C(P(CCCC)CCCC)CCC.N(C(N1CCCCC1)=O)=NC(N1CCCCC1)=O. Product: [Cl:1][C:2]1[CH:3]=[CH:4][C:5]([C:8]2[N:9]=[C:10]([S:17][C:18]3[CH:23]=[CH:22][CH:21]=[CH:20][N:19]=3)[O:11][C:12]=2[CH2:13][CH2:14][CH2:15][O:16][C:27]2[CH:28]=[CH:29][CH:30]=[CH:31][C:26]=2[O:25][CH3:24])=[CH:6][CH:7]=1. The catalyst class is: 7.